This data is from Forward reaction prediction with 1.9M reactions from USPTO patents (1976-2016). The task is: Predict the product of the given reaction. Given the reactants [F:1][C:2]1[CH:23]=[CH:22][C:5]([CH2:6][N:7]2[C:11]([C:12]([OH:14])=[O:13])=[C:10]([C:15]([OH:17])=[O:16])[C:9]3[CH2:18][O:19][CH2:20][CH2:21][C:8]2=3)=[CH:4][CH:3]=1.[C:24](OC(C(F)(F)F)=O)(C(F)(F)F)=O, predict the reaction product. The product is: [F:1][C:2]1[CH:3]=[CH:4][C:5]([CH2:6][N:7]2[C:11]([C:12]([OH:14])=[O:13])=[C:10]([C:15]([O:17][CH3:24])=[O:16])[C:9]3[CH2:18][O:19][CH2:20][CH2:21][C:8]2=3)=[CH:22][CH:23]=1.